From a dataset of Peptide-MHC class II binding affinity with 134,281 pairs from IEDB. Regression. Given a peptide amino acid sequence and an MHC pseudo amino acid sequence, predict their binding affinity value. This is MHC class II binding data. (1) The peptide sequence is DPWTIYAIGGSSNPT. The MHC is HLA-DQA10101-DQB10501 with pseudo-sequence HLA-DQA10101-DQB10501. The binding affinity (normalized) is 0.161. (2) The peptide sequence is QIGNRPGPSRGVQGF. The binding affinity (normalized) is 0.241. The MHC is HLA-DQA10201-DQB10303 with pseudo-sequence HLA-DQA10201-DQB10303. (3) The peptide sequence is VERSKAYSNCYPYDV. The MHC is DRB3_0101 with pseudo-sequence DRB3_0101. The binding affinity (normalized) is 0.232. (4) The peptide sequence is TQFHPPHIEIQMLKNG. The MHC is H-2-IEd with pseudo-sequence H-2-IEd. The binding affinity (normalized) is 0. (5) The peptide sequence is PSPSMGRDIKVQFQS. The MHC is HLA-DQA10201-DQB10202 with pseudo-sequence HLA-DQA10201-DQB10202. The binding affinity (normalized) is 0.0722. (6) The peptide sequence is LVAEILRIISGGRLI. The MHC is DRB1_0101 with pseudo-sequence DRB1_0101. The binding affinity (normalized) is 0.397. (7) The binding affinity (normalized) is 0. The peptide sequence is AQGYKVLVLNPSVAATLGFG. The MHC is DRB1_1501 with pseudo-sequence DRB1_1501. (8) The MHC is DRB5_0101 with pseudo-sequence DRB5_0101. The peptide sequence is EFSNFKVAFSRSLND. The binding affinity (normalized) is 1.00. (9) The peptide sequence is KLIEKINAGFKAALAAAAGV. The MHC is DRB1_0701 with pseudo-sequence DRB1_0701. The binding affinity (normalized) is 0.782.